The task is: Predict the product of the given reaction.. This data is from Forward reaction prediction with 1.9M reactions from USPTO patents (1976-2016). (1) Given the reactants [O:1]1[CH2:4][CH:3]([N:5]2[CH2:10][CH2:9][CH:8]([OH:11])[CH2:7][CH2:6]2)[CH2:2]1.C(N(CC)CC)C.[CH3:19][S:20](Cl)(=[O:22])=[O:21].O, predict the reaction product. The product is: [CH3:19][S:20]([O:11][CH:8]1[CH2:9][CH2:10][N:5]([CH:3]2[CH2:4][O:1][CH2:2]2)[CH2:6][CH2:7]1)(=[O:22])=[O:21]. (2) Given the reactants [NH2:1][C@H:2]1[CH2:7][CH2:6][C@H:5]([C:8]([C:11]2[S:12][CH:13]=[CH:14][N:15]=2)([OH:10])[CH3:9])[CH2:4][CH2:3]1.C(N(CC)CC)C.[CH3:23][S:24](Cl)(=[O:26])=[O:25], predict the reaction product. The product is: [OH:10][C:8]([C@H:5]1[CH2:6][CH2:7][C@H:2]([NH:1][S:24]([CH3:23])(=[O:26])=[O:25])[CH2:3][CH2:4]1)([C:11]1[S:12][CH:13]=[CH:14][N:15]=1)[CH3:9]. (3) Given the reactants C(O[C:4]([CH:6]1[C:11](=[O:12])[N:10]2[CH:13]=[CH:14][N:15]=[C:9]2[N:8]([CH2:16][CH2:17][CH:18]([CH3:20])[CH3:19])[C:7]1=[O:21])=O)C.[NH2:22][C:23]1[CH:28]=[CH:27][C:26]([NH:29][S:30]([CH3:33])(=[O:32])=[O:31])=[CH:25][C:24]=1[S:34]([NH2:37])(=[O:36])=[O:35].C1CCN2C(=NCCC2)CC1.CO, predict the reaction product. The product is: [OH:12][C:11]1[N:10]2[CH:13]=[CH:14][N:15]=[C:9]2[N:8]([CH2:16][CH2:17][CH:18]([CH3:19])[CH3:20])[C:7](=[O:21])[C:6]=1[C:4]1[NH:22][C:23]2[CH:28]=[CH:27][C:26]([NH:29][S:30]([CH3:33])(=[O:31])=[O:32])=[CH:25][C:24]=2[S:34](=[O:36])(=[O:35])[N:37]=1. (4) Given the reactants [C:1]([O:5][P:6]([O-:13])([O:8][C:9]([CH3:12])([CH3:11])[CH3:10])=[O:7])([CH3:4])([CH3:3])[CH3:2].C([N+](CCCC)(CCCC)CCCC)CCC.[NH2:31][C:32]1[N:41]=[C:40]([C:42]([N:44]2[CH2:52][C:51]3[C:46](=[CH:47][CH:48]=[CH:49][CH:50]=3)[CH2:45]2)=[O:43])[C:39]2[C:34](=[CH:35][CH:36]=[C:37]([C:53]3[CH:58]=[C:57]([F:59])[C:56]([F:60])=[CH:55][C:54]=3[CH2:61]Cl)[CH:38]=2)[N:33]=1, predict the reaction product. The product is: [P:6]([O:5][C:1]([CH3:4])([CH3:3])[CH3:2])([O:8][C:9]([CH3:12])([CH3:11])[CH3:10])([O:13][CH2:61][C:54]1[CH:55]=[C:56]([F:60])[C:57]([F:59])=[CH:58][C:53]=1[C:37]1[CH:38]=[C:39]2[C:34](=[CH:35][CH:36]=1)[N:33]=[C:32]([NH2:31])[N:41]=[C:40]2[C:42]([N:44]1[CH2:45][C:46]2[C:51](=[CH:50][CH:49]=[CH:48][CH:47]=2)[CH2:52]1)=[O:43])=[O:7]. (5) Given the reactants [CH3:1][S:2](Cl)(=[O:4])=[O:3].[OH:6][C@@H:7]1[CH2:12][CH2:11][CH2:10][N:9]([C:13]([O:15][C:16]([CH3:19])([CH3:18])[CH3:17])=[O:14])[CH2:8]1.C(N(CC)CC)C, predict the reaction product. The product is: [CH3:1][S:2]([O:6][C@@H:7]1[CH2:12][CH2:11][CH2:10][N:9]([C:13]([O:15][C:16]([CH3:19])([CH3:18])[CH3:17])=[O:14])[CH2:8]1)(=[O:4])=[O:3].